This data is from Full USPTO retrosynthesis dataset with 1.9M reactions from patents (1976-2016). The task is: Predict the reactants needed to synthesize the given product. (1) Given the product [NH:14]1[CH2:17][CH:16]([N:18]2[CH2:19][CH2:20][N:21]([C:24]3[N:25]=[CH:26][CH:27]=[CH:28][N:29]=3)[CH2:22][CH2:23]2)[CH2:15]1, predict the reactants needed to synthesize it. The reactants are: C([N:14]1[CH2:17][CH:16]([N:18]2[CH2:23][CH2:22][N:21]([C:24]3[N:29]=[CH:28][CH:27]=[CH:26][N:25]=3)[CH2:20][CH2:19]2)[CH2:15]1)(C1C=CC=CC=1)C1C=CC=CC=1.ClC(OC(Cl)C)=O.CO.C(OCC)C. (2) Given the product [CH3:13][Si:12]([CH3:15])([CH3:14])[O:11][CH2:10][CH2:9][CH2:8][C:1]1[CH2:5][CH:4]=[CH:3][CH:2]=1, predict the reactants needed to synthesize it. The reactants are: [CH-:1]1[CH:5]=[CH:4][CH:3]=[CH:2]1.[Na+].Br[CH2:8][CH2:9][CH2:10][O:11][Si:12]([CH3:15])([CH3:14])[CH3:13].[Cl-].[NH4+]. (3) The reactants are: [C:1]([O:5][C:6]([N:8]1[CH2:13][CH2:12][C:11](=[CH:14][C:15]#[N:16])[CH2:10][CH2:9]1)=[O:7])([CH3:4])([CH3:3])[CH3:2]. Given the product [C:1]([O:5][C:6]([N:8]1[CH2:9][CH2:10][CH:11]([CH2:14][C:15]#[N:16])[CH2:12][CH2:13]1)=[O:7])([CH3:4])([CH3:3])[CH3:2], predict the reactants needed to synthesize it. (4) The reactants are: [OH:1][C@H:2]1[CH2:7][CH2:6][CH2:5][CH2:4][C@H:3]1[CH2:8][C:9]([O:11][CH2:12][CH3:13])=[O:10].N1C=CN=C1.[C:19]([Si:23](Cl)([C:30]1[CH:35]=[CH:34][CH:33]=[CH:32][CH:31]=1)[C:24]1[CH:29]=[CH:28][CH:27]=[CH:26][CH:25]=1)([CH3:22])([CH3:21])[CH3:20].CO. Given the product [Si:23]([O:1][C@H:2]1[CH2:7][CH2:6][CH2:5][CH2:4][C@H:3]1[CH2:8][C:9]([O:11][CH2:12][CH3:13])=[O:10])([C:19]([CH3:22])([CH3:21])[CH3:20])([C:30]1[CH:31]=[CH:32][CH:33]=[CH:34][CH:35]=1)[C:24]1[CH:29]=[CH:28][CH:27]=[CH:26][CH:25]=1, predict the reactants needed to synthesize it. (5) Given the product [CH:22]([O:21][CH2:20][CH2:19][CH2:18][N:14]1[C:15](=[O:17])[C:16]2[C:7]([CH2:2][CH2:3][CH:4]([CH3:6])[CH3:5])=[C:8]([C:30]3[CH:35]=[CH:34][CH:33]=[CH:32][C:31]=3[CH:36]([CH3:38])[CH3:37])[CH:9]=[N:10][C:11]=2[N:12]([CH3:29])[C:13]1=[O:28])=[O:23], predict the reactants needed to synthesize it. The reactants are: O[CH:2]([C:7]1[C:16]2[C:15](=[O:17])[N:14]([CH2:18][CH2:19][CH2:20][O:21][CH:22]3CCCC[O:23]3)[C:13](=[O:28])[N:12]([CH3:29])[C:11]=2[N:10]=[CH:9][C:8]=1[C:30]1[CH:35]=[CH:34][CH:33]=[CH:32][C:31]=1[CH:36]([CH3:38])[CH3:37])[CH2:3][CH:4]([CH3:6])[CH3:5]. (6) Given the product [OH:1][C:2]1[CH:3]=[CH:4][C:5]([CH2:8][C:9]([O:11][CH2:13][CH3:14])=[O:10])=[CH:6][CH:7]=1, predict the reactants needed to synthesize it. The reactants are: [OH:1][C:2]1[CH:7]=[CH:6][C:5]([CH2:8][C:9]([OH:11])=[O:10])=[CH:4][CH:3]=1.O.[C:13]1(C)C=CC(S(O)(=O)=O)=C[CH:14]=1. (7) The reactants are: [O:1]=[C:2]([NH:9][C:10]1[CH:15]=[CH:14][C:13]([CH2:16][O:17][CH2:18][C:19]2[CH:24]=[CH:23][C:22]([C:25]3[CH:30]=[CH:29][CH:28]=[CH:27][CH:26]=3)=[CH:21][CH:20]=2)=[CH:12][N:11]=1)[CH2:3][CH2:4][C:5]([O:7]C)=[O:6].[OH-].[Na+].Cl. Given the product [O:1]=[C:2]([NH:9][C:10]1[CH:15]=[CH:14][C:13]([CH2:16][O:17][CH2:18][C:19]2[CH:20]=[CH:21][C:22]([C:25]3[CH:30]=[CH:29][CH:28]=[CH:27][CH:26]=3)=[CH:23][CH:24]=2)=[CH:12][N:11]=1)[CH2:3][CH2:4][C:5]([OH:7])=[O:6], predict the reactants needed to synthesize it. (8) Given the product [NH2:17][C:5]1[CH:6]=[C:7]([CH:15]=[CH:16][C:4]=1[C:2]([NH2:1])=[O:3])[C:8]([O:10][C:11]([CH3:14])([CH3:13])[CH3:12])=[O:9], predict the reactants needed to synthesize it. The reactants are: [NH2:1][C:2]([C:4]1[CH:16]=[CH:15][C:7]([C:8]([O:10][C:11]([CH3:14])([CH3:13])[CH3:12])=[O:9])=[CH:6][C:5]=1[N+:17]([O-])=O)=[O:3].